From a dataset of Full USPTO retrosynthesis dataset with 1.9M reactions from patents (1976-2016). Predict the reactants needed to synthesize the given product. (1) Given the product [Cl:1][C:2]1[N:3]=[N:4][C:5]([C:8]2[S:10][N:16]=[C:14]([CH3:15])[N:17]=2)=[CH:6][CH:7]=1, predict the reactants needed to synthesize it. The reactants are: [Cl:1][C:2]1[N:3]=[N:4][C:5]([CH3:8])=[CH:6][CH:7]=1.O=[S:10](Cl)Cl.Cl.[C:14](=[NH:17])([NH2:16])[CH3:15].[OH-].[Na+]. (2) Given the product [CH3:29][N:30]([CH2:41][C:42]1[N:43]=[C:44]2[CH:49]=[CH:48][CH:47]=[CH:46][N:45]2[C:50]=1[CH2:51][N:52]([CH3:57])[CH2:53][CH2:54][O:55][CH3:56])[C@@H:31]1[C:40]2[N:39]=[CH:38][CH:37]=[CH:36][C:35]=2[CH2:34][CH2:33][CH2:32]1, predict the reactants needed to synthesize it. The reactants are: N1C(CN(C)[C@@H]2C3N=CC=CC=3CCC2)=CN2C=CC=CC=12.CNCCOC.[CH3:29][N:30]([CH2:41][C:42]1[N:43]=[C:44]2[CH:49]=[CH:48][CH:47]=[CH:46][N:45]2[C:50]=1[CH2:51][N:52]1[CH2:57][CH2:56][O:55][CH2:54][CH2:53]1)[C@@H:31]1[C:40]2[N:39]=[CH:38][CH:37]=[CH:36][C:35]=2[CH2:34][CH2:33][CH2:32]1. (3) Given the product [CH3:9][O:8][N:6]([CH3:7])[C:4](=[O:5])[C:3]1[CH:10]=[CH:11][CH:12]=[C:13]([O:14][CH3:15])[C:2]=1[O:1][CH2:23][O:24][CH3:25], predict the reactants needed to synthesize it. The reactants are: [OH:1][C:2]1[C:13]([O:14][CH3:15])=[CH:12][CH:11]=[CH:10][C:3]=1[C:4]([N:6]([O:8][CH3:9])[CH3:7])=[O:5].CN(C)C=O.[H-].[Na+].[CH3:23][O:24][CH2:25]Cl. (4) Given the product [CH2:1]([O:5][CH2:6][CH2:7][CH2:8][Si:10]([CH3:12])([CH3:11])[CH3:9])[CH:2]1[O:4][CH2:3]1, predict the reactants needed to synthesize it. The reactants are: [CH2:1]([O:5][CH2:6][CH:7]=[CH2:8])[CH:2]1[O:4][CH2:3]1.[CH3:9][SiH:10]([CH3:12])[CH3:11]. (5) Given the product [CH2:26]([O:28][CH:29]([O:39][CH2:40][CH3:41])[C:30]1[S:34][CH:33]=[C:32]([CH:35]([N:1]2[CH:5]=[C:4]([C:6]3[C:7]4[CH:14]=[CH:13][N:12]([CH2:15][O:16][CH2:17][CH2:18][Si:19]([CH3:22])([CH3:21])[CH3:20])[C:8]=4[N:9]=[CH:10][N:11]=3)[CH:3]=[N:2]2)[CH2:36][C:37]#[N:38])[CH:31]=1)[CH3:27], predict the reactants needed to synthesize it. The reactants are: [NH:1]1[CH:5]=[C:4]([C:6]2[C:7]3[CH:14]=[CH:13][N:12]([CH2:15][O:16][CH2:17][CH2:18][Si:19]([CH3:22])([CH3:21])[CH3:20])[C:8]=3[N:9]=[CH:10][N:11]=2)[CH:3]=[N:2]1.C(#N)C.[CH2:26]([O:28][CH:29]([O:39][CH2:40][CH3:41])[C:30]1[S:34][CH:33]=[C:32](/[CH:35]=[CH:36]/[C:37]#[N:38])[CH:31]=1)[CH3:27].C1CCN2C(=NCCC2)CC1. (6) Given the product [CH2:1]([N:8]1[CH2:12][C@@H:11]([NH:13][CH2:14][C:15]2[CH:16]=[C:17]([C:25]([F:28])([F:26])[F:27])[CH:18]=[C:19]([C:21]([F:23])([F:22])[F:24])[CH:20]=2)[CH2:10][C@H:9]1[C:29]([N:65]1[CH2:64][CH2:63][N:62]([C:58]2[CH:59]=[CH:60][CH:61]=[C:56]([C:55]([F:68])([F:69])[F:54])[CH:57]=2)[CH2:67][CH2:66]1)=[O:31])[C:2]1[CH:3]=[CH:4][CH:5]=[CH:6][CH:7]=1, predict the reactants needed to synthesize it. The reactants are: [CH2:1]([N:8]1[CH2:12][CH:11]([NH:13][CH2:14][C:15]2[CH:20]=[C:19]([C:21]([F:24])([F:23])[F:22])[CH:18]=[C:17]([C:25]([F:28])([F:27])[F:26])[CH:16]=2)[CH2:10][CH:9]1[C:29]([OH:31])=O)[C:2]1[CH:7]=[CH:6][CH:5]=[CH:4][CH:3]=1.Cl.C(N=C=NCCCN(C)C)C.ON1C2C=CC=CC=2N=N1.[F:54][C:55]([F:69])([F:68])[C:56]1[CH:57]=[C:58]([N:62]2[CH2:67][CH2:66][NH:65][CH2:64][CH2:63]2)[CH:59]=[CH:60][CH:61]=1.